From a dataset of Full USPTO retrosynthesis dataset with 1.9M reactions from patents (1976-2016). Predict the reactants needed to synthesize the given product. (1) Given the product [C:16]([CH2:18][CH2:19][C:20]([CH3:25])([CH3:24])[C:21]([N:7]1[CH2:6][CH2:5][N:4]([C:8]2[CH:15]=[CH:14][C:11]([C:12]#[N:13])=[CH:10][N:9]=2)[CH2:3][CH:2]1[CH3:1])=[O:22])#[N:17], predict the reactants needed to synthesize it. The reactants are: [CH3:1][CH:2]1[NH:7][CH2:6][CH2:5][N:4]([C:8]2[CH:15]=[CH:14][C:11]([C:12]#[N:13])=[CH:10][N:9]=2)[CH2:3]1.[C:16]([CH2:18][CH2:19][C:20]([CH3:25])([CH3:24])[C:21](O)=[O:22])#[N:17]. (2) Given the product [Cl:1][C:2]1[N:3]=[C:4]([C:9]([NH:11][C@H:12]2[CH2:17][CH2:16][N:15]([C:18]3[S:19][C:20]([C:26]([O:28][CH2:29][CH3:30])=[O:27])=[C:21]([C:23](=[O:25])[NH:39][CH3:38])[N:22]=3)[CH2:14][C@H:13]2[O:31][CH2:32][CH3:33])=[O:10])[NH:5][C:6]=1[CH2:7][CH3:8], predict the reactants needed to synthesize it. The reactants are: [Cl:1][C:2]1[N:3]=[C:4]([C:9]([NH:11][C@H:12]2[CH2:17][CH2:16][N:15]([C:18]3[S:19][C:20]([C:26]([O:28][CH2:29][CH3:30])=[O:27])=[C:21]([C:23]([OH:25])=O)[N:22]=3)[CH2:14][C@H:13]2[O:31][CH2:32][CH3:33])=[O:10])[NH:5][C:6]=1[CH2:7][CH3:8].Cl.CN.C[CH2:38][N:39]=C=NCCCN(C)C.Cl.C1C=CC2N(O)N=NC=2C=1. (3) Given the product [Br:16][C:8]1[N:7]([CH2:6][O:5][CH2:4][CH2:3][Si:2]([CH3:15])([CH3:14])[CH3:1])[CH:11]=[C:10]([C:12]#[N:13])[N:9]=1, predict the reactants needed to synthesize it. The reactants are: [CH3:1][Si:2]([CH3:15])([CH3:14])[CH2:3][CH2:4][O:5][CH2:6][N:7]1[CH:11]=[C:10]([C:12]#[N:13])[N:9]=[CH:8]1.[Br:16]N1C(=O)CCC1=O.N(C(C)(C)C#N)=NC(C)(C)C#N. (4) Given the product [CH:11]1([C:8]2[N:9]=[CH:10][C:5]([C:3]([OH:4])=[O:2])=[N:6][C:7]=2[O:14][CH2:15][CH:16]2[CH2:18][CH2:17]2)[CH2:12][CH2:13]1, predict the reactants needed to synthesize it. The reactants are: C[O:2][C:3]([C:5]1[CH:10]=[N:9][C:8]([CH:11]2[CH2:13][CH2:12]2)=[C:7]([O:14][CH2:15][CH:16]2[CH2:18][CH2:17]2)[N:6]=1)=[O:4].[OH-].[Li+]. (5) Given the product [CH3:1][C:2]1[O:3][C:4]2[CH:10]=[CH:9][C:8]([C:11]3[CH:20]=[CH:19][C:14]([C:15]([OH:17])=[O:16])=[CH:13][CH:12]=3)=[CH:7][C:5]=2[N:6]=1, predict the reactants needed to synthesize it. The reactants are: [CH3:1][C:2]1[O:3][C:4]2[CH:10]=[CH:9][C:8]([C:11]3[CH:20]=[CH:19][C:14]([C:15]([O:17]C)=[O:16])=[CH:13][CH:12]=3)=[CH:7][C:5]=2[N:6]=1.[Li+].[OH-].O.Cl. (6) Given the product [C@H:1]1([N:11]2[C:15](=[O:16])[C:14]3[C:13](=[CH:21][CH:20]=[CH:19][CH:18]=3)[C:12]2=[O:22])[C:10]2[C:5](=[CH:6][CH:7]=[CH:8][CH:9]=2)[CH2:4][CH2:3][CH2:2]1, predict the reactants needed to synthesize it. The reactants are: [C@H:1]1([NH2:11])[C:10]2[C:5](=[CH:6][CH:7]=[CH:8][CH:9]=2)[CH2:4][CH2:3][CH2:2]1.[C:12](Cl)(=[O:22])[C:13]1[C:14](=[CH:18][CH:19]=[CH:20][CH:21]=1)[C:15](Cl)=[O:16]. (7) Given the product [CH3:16][O:15][CH2:14][CH2:13][CH2:12][CH2:11][C:9]1[CH:8]=[CH:7][N:6]=[C:5]([C:3]([OH:4])=[O:2])[CH:10]=1, predict the reactants needed to synthesize it. The reactants are: C[O:2][C:3]([C:5]1[CH:10]=[C:9]([CH2:11][CH2:12][CH2:13][CH2:14][O:15][CH3:16])[CH:8]=[CH:7][N:6]=1)=[O:4].O.O.[OH-].[Li+]. (8) Given the product [F:17][C:15]1[CH:16]=[C:11]([CH2:10][C@@H:9]([C:19]2[C:24]([C:25]3[CH:26]=[CH:27][C:28]([F:34])=[C:29]([CH:33]=3)[C:30]([NH2:32])=[O:31])=[CH:23][CH:22]=[CH:21][N:20]=2)[NH:8][C:47](=[O:48])[CH2:46][CH:40]2[C:39]3[C:43](=[CH:44][C:36]([F:35])=[CH:37][CH:38]=3)[NH:42][C:41]2=[O:45])[CH:12]=[C:13]([F:18])[CH:14]=1, predict the reactants needed to synthesize it. The reactants are: FC(F)(F)C(O)=O.[NH2:8][C@H:9]([C:19]1[C:24]([C:25]2[CH:26]=[CH:27][C:28]([F:34])=[C:29]([CH:33]=2)[C:30]([NH2:32])=[O:31])=[CH:23][CH:22]=[CH:21][N:20]=1)[CH2:10][C:11]1[CH:16]=[C:15]([F:17])[CH:14]=[C:13]([F:18])[CH:12]=1.[F:35][C:36]1[CH:44]=[C:43]2[C:39]([CH:40]([CH2:46][C:47](O)=[O:48])[C:41](=[O:45])[NH:42]2)=[CH:38][CH:37]=1.